This data is from Reaction yield outcomes from USPTO patents with 853,638 reactions. The task is: Predict the reaction yield, written as a fraction of the theoretical maximum amount of product (1.0 means a 100% yield; for example, 0.34 means a 34% yield). (1) The reactants are O[NH:2][CH2:3][C:4]1[C:8]([CH3:9])=[C:7]([CH2:10][CH:11]([CH3:13])[CH3:12])[N:6]([C:14]2[CH:19]=[CH:18][CH:17]=[CH:16][CH:15]=2)[N:5]=1.[H-].[Al+3].[Li+].[H-].[H-].[H-].O.S([O-])([O-])(=O)=O.[Na+].[Na+]. The catalyst is C(OCC)C.O1CCCC1. The product is [CH2:10]([C:7]1[N:6]([C:14]2[CH:19]=[CH:18][CH:17]=[CH:16][CH:15]=2)[N:5]=[C:4]([CH2:3][NH2:2])[C:8]=1[CH3:9])[CH:11]([CH3:13])[CH3:12]. The yield is 0.965. (2) The reactants are N#N.CCN=C=NCCCN(C)C.Cl.CCN(CC)CC.[CH3:22][O:23][C:24]1[CH:25]=[C:26]([CH2:34][CH2:35][C:36]([OH:38])=O)[CH:27]=[C:28]([O:32][CH3:33])[C:29]=1[O:30][CH3:31].[CH2:39]([O:41][C:42]([CH2:44][N:45]1[CH2:50][CH2:49][NH:48][CH2:47][CH2:46]1)=[O:43])[CH3:40]. The catalyst is C(Cl)Cl.CN(C1C=CN=CC=1)C. The product is [CH2:39]([O:41][C:42](=[O:43])[CH2:44][N:45]1[CH2:50][CH2:49][N:48]([C:36](=[O:38])[CH2:35][CH2:34][C:26]2[CH:27]=[C:28]([O:32][CH3:33])[C:29]([O:30][CH3:31])=[C:24]([O:23][CH3:22])[CH:25]=2)[CH2:47][CH2:46]1)[CH3:40]. The yield is 0.830. (3) The reactants are [O:1]1[C:5]2[CH:6]=[CH:7][C:8]([C:10]3[O:14][N:13]=[CH:12][C:11]=3[CH2:15][CH2:16][C:17](OC)=[O:18])=[CH:9][C:4]=2[O:3][CH2:2]1.[H-].C([Al+]CC(C)C)C(C)C.Cl. The catalyst is O1CCCC1. The product is [O:1]1[C:5]2[CH:6]=[CH:7][C:8]([C:10]3[O:14][N:13]=[CH:12][C:11]=3[CH2:15][CH2:16][CH2:17][OH:18])=[CH:9][C:4]=2[O:3][CH2:2]1. The yield is 0.960. (4) The reactants are [N:1]([C:4]1[N:8]([CH2:9][CH2:10][CH2:11][C:12](OCC)=[O:13])[C:7]2[C:17]([CH:22]([CH2:25][CH3:26])[CH2:23][CH3:24])=[CH:18][CH:19]=[C:20]([Cl:21])[C:6]=2[N:5]=1)=[N+]=[N-].[H-].[Al+3].[Li+].[H-].[H-].[H-].O.O.O.O.O.O.O.O.O.O.S([O-])([O-])(=O)=O.[Na+].[Na+]. The catalyst is O1CCCC1. The product is [NH2:1][C:4]1[N:8]([CH2:9][CH2:10][CH2:11][CH2:12][OH:13])[C:7]2[C:17]([CH:22]([CH2:25][CH3:26])[CH2:23][CH3:24])=[CH:18][CH:19]=[C:20]([Cl:21])[C:6]=2[N:5]=1. The yield is 0.870. (5) The reactants are [Cl:1][C:2]1[CH:7]=[CH:6][C:5]([C:8]2[C:9]([O:18][CH2:19][C:20]([F:23])([F:22])[F:21])=[N:10][CH:11]=[C:12]([CH:17]=2)[C:13]([O:15]C)=[O:14])=[CH:4][C:3]=1[CH3:24].[Li+].[OH-].C1COCC1.Cl. The catalyst is O.CO. The product is [Cl:1][C:2]1[CH:7]=[CH:6][C:5]([C:8]2[C:9]([O:18][CH2:19][C:20]([F:23])([F:21])[F:22])=[N:10][CH:11]=[C:12]([CH:17]=2)[C:13]([OH:15])=[O:14])=[CH:4][C:3]=1[CH3:24]. The yield is 0.820. (6) The reactants are [Cl:1][C:2]1[C:10]2[C:5](=[CH:6][CH:7]=[CH:8][C:9]=2[N+:11]([O-])=O)[N:4]([CH2:14][CH2:15][N:16]2[CH2:20][CH2:19][CH2:18][CH2:17]2)[N:3]=1.[Cl-].[NH4+]. The catalyst is C(O)C.[Fe]. The product is [Cl:1][C:2]1[C:10]2[C:5](=[CH:6][CH:7]=[CH:8][C:9]=2[NH2:11])[N:4]([CH2:14][CH2:15][N:16]2[CH2:20][CH2:19][CH2:18][CH2:17]2)[N:3]=1. The yield is 0.840. (7) The reactants are [CH2:1]([N:3]1[C:9](=[O:10])[C:8]([CH3:12])([CH3:11])[C:7](=[O:13])[N:6]([CH3:14])[C:5]2[CH:15]=[C:16]([OH:19])[CH:17]=[CH:18][C:4]1=2)[CH3:2].C(=O)([O-])[O-].[K+].[K+].Br[CH2:27][CH2:28][CH2:29][Cl:30]. The catalyst is O.C(#N)C. The product is [Cl:30][CH2:29][CH2:28][CH2:27][O:19][C:16]1[CH:17]=[CH:18][C:4]2[N:3]([CH2:1][CH3:2])[C:9](=[O:10])[C:8]([CH3:12])([CH3:11])[C:7](=[O:13])[N:6]([CH3:14])[C:5]=2[CH:15]=1. The yield is 0.910. (8) The reactants are [OH-].[Li+].[CH2:3]([O:7][C:8]1[CH:13]=[CH:12][C:11]([S:14]([NH:17][CH2:18][C@H:19]([N:24]2[CH2:29][CH2:28][N:27]([S:30]([CH3:33])(=[O:32])=[O:31])[CH2:26][CH2:25]2)[C:20]([O:22]C)=[O:21])(=[O:16])=[O:15])=[CH:10][CH:9]=1)[C:4]#[C:5][CH3:6]. The catalyst is O1CCCC1. The product is [CH2:3]([O:7][C:8]1[CH:9]=[CH:10][C:11]([S:14]([NH:17][CH2:18][C@H:19]([N:24]2[CH2:25][CH2:26][N:27]([S:30]([CH3:33])(=[O:31])=[O:32])[CH2:28][CH2:29]2)[C:20]([OH:22])=[O:21])(=[O:16])=[O:15])=[CH:12][CH:13]=1)[C:4]#[C:5][CH3:6]. The yield is 0.890. (9) The reactants are O[Li].O.[C:4]([C:8]1[CH:12]=[C:11]([C:13]([O:15]CC)=[O:14])[N:10]([C:18]2[CH:19]=[C:20]3[C:25](=[CH:26][CH:27]=2)[N:24]=[C:23]([NH:28][CH3:29])[CH:22]=[CH:21]3)[N:9]=1)([CH3:7])([CH3:6])[CH3:5]. The catalyst is O.C1COCC1.CCO.Cl. The product is [C:4]([C:8]1[CH:12]=[C:11]([C:13]([OH:15])=[O:14])[N:10]([C:18]2[CH:19]=[C:20]3[C:25](=[CH:26][CH:27]=2)[N:24]=[C:23]([NH:28][CH3:29])[CH:22]=[CH:21]3)[N:9]=1)([CH3:7])([CH3:5])[CH3:6]. The yield is 1.00. (10) The reactants are [O:1]=[C:2]1[NH:8][C:7]2[CH:9]=[C:10]([C:13](OC)=[O:14])[CH:11]=[N:12][C:6]=2[N:5]2[CH2:17][CH2:18][CH2:19][CH:4]2[CH2:3]1.[H-].[Na+].[H-].[Li+].[Al+3].[H-].[H-].[H-].[C@H](O)(C([O-])=O)[C@@H](O)C([O-])=O.[Na+].[K+]. The catalyst is C1COCC1.O.CO. The product is [OH:14][CH2:13][C:10]1[CH:11]=[N:12][C:6]2[N:5]3[CH2:17][CH2:18][CH2:19][CH:4]3[CH2:3][C:2](=[O:1])[NH:8][C:7]=2[CH:9]=1. The yield is 0.810.